Dataset: Catalyst prediction with 721,799 reactions and 888 catalyst types from USPTO. Task: Predict which catalyst facilitates the given reaction. Reactant: [Cl:1][C:2]1[CH:3]=[CH:4][C:5]([O:28][CH3:29])=[C:6]([C:8]2[CH:17]3[CH:12]([CH:13]=[CH:14][C:15]([C:18]([F:21])([F:20])[F:19])=[CH:16]3)[NH:11][C:10](=[O:22])[C:9]=2[S:23][CH2:24][CH:25]2[CH2:27][O:26]2)[CH:7]=1.C([N-]C(C)C)(C)C.[Li+]. Product: [Cl:1][C:2]1[CH:3]=[CH:4][C:5]([O:28][CH3:29])=[C:6]([C:8]2[CH:17]3[CH:12]([CH:13]=[CH:14][C:15]([C:18]([F:20])([F:19])[F:21])=[CH:16]3)[NH:11][C:10](=[O:22])[C:9]=2[S:23][CH:24]=[CH:25][CH2:27][OH:26])[CH:7]=1. The catalyst class is: 1.